Task: Predict the product of the given reaction.. Dataset: Forward reaction prediction with 1.9M reactions from USPTO patents (1976-2016) (1) Given the reactants C[O:2][C:3](=[O:35])[CH:4]([O:32][CH2:33][CH3:34])[CH2:5][C:6]1[CH:11]=[CH:10][C:9]([CH2:12][CH2:13][N:14]([CH2:25][CH2:26][CH2:27][CH2:28][CH2:29][CH2:30][CH3:31])[C:15]([NH:17][C:18]2[CH:23]=[CH:22][C:21]([CH3:24])=[CH:20][CH:19]=2)=[O:16])=[CH:8][CH:7]=1.[Li+].[OH-], predict the reaction product. The product is: [CH2:33]([O:32][CH:4]([CH2:5][C:6]1[CH:11]=[CH:10][C:9]([CH2:12][CH2:13][N:14]([CH2:25][CH2:26][CH2:27][CH2:28][CH2:29][CH2:30][CH3:31])[C:15]([NH:17][C:18]2[CH:23]=[CH:22][C:21]([CH3:24])=[CH:20][CH:19]=2)=[O:16])=[CH:8][CH:7]=1)[C:3]([OH:35])=[O:2])[CH3:34]. (2) Given the reactants [OH:1][CH2:2][CH2:3][NH:4][C:5]([C:7]1[C:12]([O:13][CH2:14][C@H:15]2[CH2:19][CH2:18][CH2:17][N:16]2C(OC(C)(C)C)=O)=[CH:11][CH:10]=[CH:9][N:8]=1)=[O:6].[ClH:27], predict the reaction product. The product is: [ClH:27].[ClH:27].[OH:1][CH2:2][CH2:3][NH:4][C:5](=[O:6])[C:7]1[C:12]([O:13][CH2:14][C@H:15]2[CH2:19][CH2:18][CH2:17][NH:16]2)=[CH:11][CH:10]=[CH:9][N:8]=1. (3) Given the reactants [I:1][C:2]1[CH:3]=[C:4]([OH:8])[CH:5]=[CH:6][CH:7]=1.[O:9]1[CH:14]=[CH:13][CH2:12][CH2:11][CH2:10]1, predict the reaction product. The product is: [I:1][C:2]1[CH:3]=[C:4]([CH:5]=[CH:6][CH:7]=1)[O:8][CH:10]1[CH2:11][CH2:12][CH2:13][CH2:14][O:9]1.